From a dataset of Full USPTO retrosynthesis dataset with 1.9M reactions from patents (1976-2016). Predict the reactants needed to synthesize the given product. (1) Given the product [F:1][C:2]1[CH:20]=[CH:19][C:18]([CH3:21])=[CH:17][C:3]=1[O:4][C:5]1[CH:6]=[CH:7][C:8]2[N:12]=[C:11]([CH2:13][O:14][C:23]3[CH:24]=[C:25]([CH:30]=[CH:31][CH:32]=3)[C:26]([O:28][CH3:29])=[O:27])[N:10]([CH3:15])[C:9]=2[CH:16]=1, predict the reactants needed to synthesize it. The reactants are: [F:1][C:2]1[CH:20]=[CH:19][C:18]([CH3:21])=[CH:17][C:3]=1[O:4][C:5]1[CH:6]=[CH:7][C:8]2[N:12]=[C:11]([CH2:13][OH:14])[N:10]([CH3:15])[C:9]=2[CH:16]=1.O[C:23]1[CH:24]=[C:25]([CH:30]=[CH:31][CH:32]=1)[C:26]([O:28][CH3:29])=[O:27].C(P(CCCC)CCCC)CCC.N(C(N1CCCCC1)=O)=NC(N1CCCCC1)=O. (2) Given the product [Cl:1][C:2]1[CH:29]=[CH:28][C:5]2[N:6]([C@@H:23]3[CH2:27][CH2:26][N:25]([C:30](=[O:32])[CH3:31])[CH2:24]3)[C:7]([CH2:9][N:10]3[C:14]4=[CH:15][N:16]=[CH:17][CH:18]=[C:13]4[C:12]([S:19]([CH3:22])(=[O:20])=[O:21])=[N:11]3)=[N:8][C:4]=2[CH:3]=1, predict the reactants needed to synthesize it. The reactants are: [Cl:1][C:2]1[CH:29]=[CH:28][C:5]2[N:6]([C@@H:23]3[CH2:27][CH2:26][NH:25][CH2:24]3)[C:7]([CH2:9][N:10]3[C:14]4=[CH:15][N:16]=[CH:17][CH:18]=[C:13]4[C:12]([S:19]([CH3:22])(=[O:21])=[O:20])=[N:11]3)=[N:8][C:4]=2[CH:3]=1.[C:30](OC(=O)C)(=[O:32])[CH3:31].O. (3) Given the product [Br:1][C:2]1[C:3]([F:21])=[CH:4][C:5]2[CH:11]3[CH2:10][CH:9]([CH2:12]3)[N:8]3[C:13]([CH:31]([C:25]4[C:26]([O:29][CH3:30])=[N:27][CH:28]=[C:23]([F:22])[CH:24]=4)[OH:32])=[C:14]([C:16]([O:18][CH3:19])=[O:17])[N:15]=[C:7]3[C:6]=2[CH:20]=1, predict the reactants needed to synthesize it. The reactants are: [Br:1][C:2]1[C:3]([F:21])=[CH:4][C:5]2[CH:11]3[CH2:12][CH:9]([CH2:10]3)[N:8]3[CH:13]=[C:14]([C:16]([O:18][CH3:19])=[O:17])[N:15]=[C:7]3[C:6]=2[CH:20]=1.[F:22][C:23]1[CH:24]=[C:25]([CH:31]=[O:32])[C:26]([O:29][CH3:30])=[N:27][CH:28]=1.